This data is from Catalyst prediction with 721,799 reactions and 888 catalyst types from USPTO. The task is: Predict which catalyst facilitates the given reaction. Reactant: Cl[C:2]1[N:7]=[C:6]([C:8]2[CH:13]=[C:12]([NH:14][CH:15]([CH3:19])[CH2:16][O:17][CH3:18])[N:11]=[CH:10][N:9]=2)[CH:5]=[CH:4][N:3]=1.[Cl:20][C:21]1[CH:22]=[C:23]([CH:25]=[CH:26][CH:27]=1)[NH2:24].O.C1(C)C=CC(S(O)(=O)=O)=CC=1. The catalyst class is: 12. Product: [Cl:20][C:21]1[CH:22]=[C:23]([NH:24][C:2]2[N:7]=[C:6]([C:8]3[CH:13]=[C:12]([NH:14][CH:15]([CH3:19])[CH2:16][O:17][CH3:18])[N:11]=[CH:10][N:9]=3)[CH:5]=[CH:4][N:3]=2)[CH:25]=[CH:26][CH:27]=1.